Dataset: Forward reaction prediction with 1.9M reactions from USPTO patents (1976-2016). Task: Predict the product of the given reaction. (1) The product is: [Cl:17][C:18]1[CH:24]=[CH:23][C:21]([NH:22][C:14]([CH:10]2[S:11][CH2:12][CH2:13][N:8]([C:6]([O:5][C:1]([CH3:2])([CH3:3])[CH3:4])=[O:7])[CH2:9]2)=[O:16])=[CH:20][CH:19]=1. Given the reactants [C:1]([O:5][C:6]([N:8]1[CH2:13][CH2:12][S:11][CH:10]([C:14]([OH:16])=O)[CH2:9]1)=[O:7])([CH3:4])([CH3:3])[CH3:2].[Cl:17][C:18]1[CH:24]=[CH:23][C:21]([NH2:22])=[CH:20][CH:19]=1.Cl.CN(C)CCCN=C=NCC.C(N(CC)C(C)C)(C)C, predict the reaction product. (2) Given the reactants S(Cl)(Cl)=O.[N+:5]([C:8]1[CH:9]=[C:10]2[C:14](=[CH:15][CH:16]=1)[NH:13][C:12]([C:17]([OH:19])=O)=[CH:11]2)([O-:7])=[O:6].[Cl-].[Cl-].[Ca+2].C([O-])(O)=O.[Na+].[CH3:28][O:29][CH:30]([O:33][CH3:34])[CH2:31][NH2:32], predict the reaction product. The product is: [CH3:28][O:29][CH:30]([O:33][CH3:34])[CH2:31][NH:32][C:17]([C:12]1[NH:13][C:14]2[C:10]([CH:11]=1)=[CH:9][C:8]([N+:5]([O-:7])=[O:6])=[CH:16][CH:15]=2)=[O:19]. (3) The product is: [CH2:1]([N:4]([CH2:15][CH:16]=[N:19][OH:20])[C:5](=[O:14])[O:6][CH2:7][C:8]1[CH:13]=[CH:12][CH:11]=[CH:10][CH:9]=1)[CH:2]=[CH2:3]. Given the reactants [CH2:1]([N:4]([CH2:15][CH:16]=O)[C:5](=[O:14])[O:6][CH2:7][C:8]1[CH:13]=[CH:12][CH:11]=[CH:10][CH:9]=1)[CH:2]=[CH2:3].Cl.[NH2:19][OH:20].O.O.O.C([O-])(=O)C.[Na+], predict the reaction product. (4) Given the reactants [Cl:1][C:2]1[CH:3]=[C:4]2[C:12](=[C:13]([NH2:22])[C:14]=1[N:15]1[CH2:20][CH2:19][N:18]([CH3:21])[CH2:17][CH2:16]1)[NH:11][C:10]1[CH:9]=[N:8][CH:7]=[CH:6][C:5]2=1.[Cl:23][C:24]1[N:32]=[CH:31][CH:30]=[CH:29][C:25]=1[C:26](O)=[O:27], predict the reaction product. The product is: [Cl:23][C:24]1[N:32]=[CH:31][CH:30]=[CH:29][C:25]=1[C:26]([NH:22][C:13]1[C:14]([N:15]2[CH2:20][CH2:19][N:18]([CH3:21])[CH2:17][CH2:16]2)=[C:2]([Cl:1])[CH:3]=[C:4]2[C:12]=1[NH:11][C:10]1[CH:9]=[N:8][CH:7]=[CH:6][C:5]2=1)=[O:27]. (5) Given the reactants CO.[CH2:3]=[CH:4][C:5](=[CH2:7])[CH3:6].[CH2:8]=[CH:9][C:10]1[CH:15]=[CH:14][CH:13]=[CH:12][CH:11]=1.[CH2:16]=[CH:17][C:18]1[CH:23]=[CH:22][CH:21]=[CH:20][CH:19]=1, predict the reaction product. The product is: [CH2:8]=[CH:9][C:10]1[CH:15]=[CH:14][CH:13]=[CH:12][CH:11]=1.[CH2:3]=[CH:4][C:5](=[CH2:6])[CH3:7].[CH2:16]=[CH:17][C:18]1[CH:23]=[CH:22][CH:21]=[CH:20][CH:19]=1. (6) Given the reactants [Cl:1][C:2]1[CH:3]=[C:4]([S:9]([NH:12][C:13]2[CH:14]=[C:15]3[C:19](=[CH:20][CH:21]=2)[NH:18][CH:17]=[CH:16]3)(=[O:11])=[O:10])[CH:5]=[C:6]([Cl:8])[CH:7]=1.C(=O)([O-])[O-].[K+].[K+].FC(F)(F)S(O[CH2:34][P:35]([O:40][CH2:41][CH3:42])([O:37][CH2:38][CH3:39])=[O:36])(=O)=O.O, predict the reaction product. The product is: [Cl:8][C:6]1[CH:5]=[C:4]([S:9]([N:12]([CH2:34][P:35](=[O:36])([O:40][CH2:41][CH3:42])[O:37][CH2:38][CH3:39])[C:13]2[CH:14]=[C:15]3[C:19](=[CH:20][CH:21]=2)[NH:18][CH:17]=[CH:16]3)(=[O:11])=[O:10])[CH:3]=[C:2]([Cl:1])[CH:7]=1.